The task is: Regression. Given two drug SMILES strings and cell line genomic features, predict the synergy score measuring deviation from expected non-interaction effect.. This data is from Merck oncology drug combination screen with 23,052 pairs across 39 cell lines. (1) Drug 2: COc1cccc2c1C(=O)c1c(O)c3c(c(O)c1C2=O)CC(O)(C(=O)CO)CC3OC1CC(N)C(O)C(C)O1. Drug 1: O=S1(=O)NC2(CN1CC(F)(F)F)C1CCC2Cc2cc(C=CCN3CCC(C(F)(F)F)CC3)ccc2C1. Synergy scores: synergy=-14.9. Cell line: EFM192B. (2) Synergy scores: synergy=10.3. Cell line: NCIH23. Drug 2: C=CCn1c(=O)c2cnc(Nc3ccc(N4CCN(C)CC4)cc3)nc2n1-c1cccc(C(C)(C)O)n1. Drug 1: O=C(CCCCCCC(=O)Nc1ccccc1)NO. (3) Drug 1: O=C(O)C1(Cc2cccc(Nc3nccs3)n2)CCC(Oc2cccc(Cl)c2F)CC1. Drug 2: CC1(c2nc3c(C(N)=O)cccc3[nH]2)CCCN1. Cell line: RPMI7951. Synergy scores: synergy=5.85.